Predict the product of the given reaction. From a dataset of Forward reaction prediction with 1.9M reactions from USPTO patents (1976-2016). Given the reactants [Cl:1][C:2]1[CH:7]=[CH:6][C:5]([C:8]2[N:9]=[C:10]([C:13]([OH:15])=O)[S:11][CH:12]=2)=[CH:4][CH:3]=1.C1N=CN(C(N2C=NC=C2)=O)C=1.[Cl:28][C:29]1[CH:30]=[C:31]([CH:34]=[CH:35][C:36]=1[F:37])[CH2:32][NH2:33], predict the reaction product. The product is: [Cl:28][C:29]1[CH:30]=[C:31]([CH:34]=[CH:35][C:36]=1[F:37])[CH2:32][NH:33][C:13]([C:10]1[S:11][CH:12]=[C:8]([C:5]2[CH:4]=[CH:3][C:2]([Cl:1])=[CH:7][CH:6]=2)[N:9]=1)=[O:15].